Task: Regression. Given a peptide amino acid sequence and an MHC pseudo amino acid sequence, predict their binding affinity value. This is MHC class I binding data.. Dataset: Peptide-MHC class I binding affinity with 185,985 pairs from IEDB/IMGT (1) The peptide sequence is YQEPPAHGL. The MHC is HLA-A11:01 with pseudo-sequence HLA-A11:01. The binding affinity (normalized) is 0.213. (2) The peptide sequence is FMKDGRSLVV. The MHC is HLA-A02:01 with pseudo-sequence HLA-A02:01. The binding affinity (normalized) is 0.651. (3) The peptide sequence is GKPPTKGANF. The MHC is Mamu-B17 with pseudo-sequence Mamu-B17. The binding affinity (normalized) is 0. (4) The peptide sequence is IPVTPASAA. The MHC is HLA-B07:02 with pseudo-sequence HLA-B07:02. The binding affinity (normalized) is 0.705.